From a dataset of Reaction yield outcomes from USPTO patents with 853,638 reactions. Predict the reaction yield, written as a fraction of the theoretical maximum amount of product (1.0 means a 100% yield; for example, 0.34 means a 34% yield). (1) The reactants are Cl.[S:2]([N:12]1[C:16]2=[N:17][CH:18]=[C:19]([C:21]([O:23]C)=[O:22])[N:20]=[C:15]2[CH:14]=[CH:13]1)([C:5]1[CH:11]=[CH:10][C:8]([CH3:9])=[CH:7][CH:6]=1)(=[O:4])=[O:3]. The catalyst is O1CCOCC1. The product is [S:2]([N:12]1[C:16]2=[N:17][CH:18]=[C:19]([C:21]([OH:23])=[O:22])[N:20]=[C:15]2[CH:14]=[CH:13]1)([C:5]1[CH:6]=[CH:7][C:8]([CH3:9])=[CH:10][CH:11]=1)(=[O:4])=[O:3]. The yield is 0.850. (2) The yield is 1.00. No catalyst specified. The product is [F:24][C:20]1[CH:19]=[C:18]([C:12]2([N:15]([CH3:17])[CH3:16])[CH2:11][CH2:10][C:7]3([CH2:8][CH2:9][NH:4][CH2:5][CH2:6]3)[CH2:14][CH2:13]2)[CH:23]=[CH:22][CH:21]=1. The reactants are C([N:4]1[CH2:9][CH2:8][C:7]2([CH2:14][CH2:13][C:12]([C:18]3[CH:23]=[CH:22][CH:21]=[C:20]([F:24])[CH:19]=3)([N:15]([CH3:17])[CH3:16])[CH2:11][CH2:10]2)[CH2:6][CH2:5]1)C=C.CN(C)C1(C2C=CC=CC=2)CCC2(CCNCC2)CC1. (3) The reactants are [ClH:1].[CH3:2][O:3][C:4]1[CH:5]=[C:6]2[C:10](=[CH:11][CH:12]=1)[NH:9][N:8]=[C:7]2[C:13]([NH:15][CH2:16][CH:17]1[CH2:22][CH2:21][N:20](C(OC(C)(C)C)=O)[CH2:19][CH2:18]1)=[O:14]. The catalyst is CCOCC.CO. The product is [ClH:1].[CH3:2][O:3][C:4]1[CH:5]=[C:6]2[C:10](=[CH:11][CH:12]=1)[NH:9][N:8]=[C:7]2[C:13]([NH:15][CH2:16][CH:17]1[CH2:22][CH2:21][NH:20][CH2:19][CH2:18]1)=[O:14]. The yield is 0.890. (4) No catalyst specified. The product is [CH2:38]([S:35]([N:32]1[CH2:33][CH2:34][CH:29]([C:20]2[C:19]3[C:23](=[C:24]([C:26]([NH2:28])=[O:27])[CH:25]=[C:17]([C:14]4[CH:15]=[N:16][C:11]([N:10]5[CH2:40][CH2:3][O:4][CH2:9][CH2:8]5)=[CH:12][CH:13]=4)[CH:18]=3)[NH:22][CH:21]=2)[CH2:30][CH2:31]1)(=[O:37])=[O:36])[CH3:39]. The reactants are FC(F)(F)[C:3](O)=[O:4].[CH2:8]([N:10]([CH3:40])[C:11]1[N:16]=[CH:15][C:14]([C:17]2[CH:18]=[C:19]3[C:23](=[C:24]([C:26]([NH2:28])=[O:27])[CH:25]=2)[NH:22][CH:21]=[C:20]3[CH:29]2[CH2:34][CH2:33][N:32]([S:35]([CH2:38][CH3:39])(=[O:37])=[O:36])[CH2:31][CH2:30]2)=[CH:13][CH:12]=1)[CH3:9].CNC. The yield is 0.695.